From a dataset of Reaction yield outcomes from USPTO patents with 853,638 reactions. Predict the reaction yield, written as a fraction of the theoretical maximum amount of product (1.0 means a 100% yield; for example, 0.34 means a 34% yield). (1) The reactants are [CH2:1]([S:3]([C:6]1[CH:25]=[CH:24][CH:23]=[CH:22][C:7]=1[CH2:8][N:9]1[C:14]2[N:15]=[C:16]([S:19][CH3:20])[N:17]=[CH:18][C:13]=2[CH:12]=[CH:11][C:10]1=[O:21])(=[O:5])=[O:4])[CH3:2].ClC1C=CC=C(C(OO)=[O:34])C=1. The catalyst is ClCCl. The product is [CH2:1]([S:3]([C:6]1[CH:25]=[CH:24][CH:23]=[CH:22][C:7]=1[CH2:8][N:9]1[C:14]2[N:15]=[C:16]([S:19]([CH3:20])=[O:34])[N:17]=[CH:18][C:13]=2[CH:12]=[CH:11][C:10]1=[O:21])(=[O:5])=[O:4])[CH3:2]. The yield is 1.00. (2) The reactants are [N:1]1[CH:6]=[CH:5][CH:4]=[C:3]([CH2:7][C@H:8]2[C@H:13]([NH:14][C:15]([C:17]3[O:18][C:19]4[CH:25]=[CH:24][CH:23]=[CH:22][C:20]=4[CH:21]=3)=[O:16])[CH:12]3[CH2:26][CH2:27][N:9]2[CH2:10][CH2:11]3)[CH:2]=1.ClCCl.[C:31]1([CH3:41])[CH:36]=[CH:35][C:34]([S:37]([OH:40])(=[O:39])=[O:38])=[CH:33][CH:32]=1.C(OC(C)C)(=O)C. The catalyst is O. The product is [C:31]1([CH3:41])[CH:32]=[CH:33][C:34]([S:37]([OH:40])(=[O:38])=[O:39])=[CH:35][CH:36]=1.[N:1]1[CH:6]=[CH:5][CH:4]=[C:3]([CH2:7][C@H:8]2[C@H:13]([NH:14][C:15]([C:17]3[O:18][C:19]4[CH:25]=[CH:24][CH:23]=[CH:22][C:20]=4[CH:21]=3)=[O:16])[CH:12]3[CH2:26][CH2:27][N:9]2[CH2:10][CH2:11]3)[CH:2]=1. The yield is 0.885. (3) The reactants are N.[CH:2]([C@H:5]1[NH:9][C:8](=[O:10])[CH2:7][C:6]1=O)([CH3:4])[CH3:3].[NH2:12][C:13]([CH2:20][CH2:21][C:22]1[CH:27]=[CH:26][C:25]([F:28])=[CH:24][CH:23]=1)=[CH:14][C:15]([O:17][CH2:18][CH3:19])=[O:16].[CH:29]([C:31]1[CH:45]=[CH:44][C:34]([C:35]([NH:37][CH2:38][C:39]2[O:40][CH:41]=[CH:42][CH:43]=2)=[O:36])=[CH:33][CH:32]=1)=O. The catalyst is C(O)C. The product is [CH2:18]([O:17][C:15]([C:14]1[CH:29]([C:31]2[CH:32]=[CH:33][C:34]([C:35](=[O:36])[NH:37][CH2:38][C:39]3[O:40][CH:41]=[CH:42][CH:43]=3)=[CH:44][CH:45]=2)[C:7]2[C:8](=[O:10])[NH:9][CH:5]([CH:2]([CH3:4])[CH3:3])[C:6]=2[NH:12][C:13]=1[CH2:20][CH2:21][C:22]1[CH:23]=[CH:24][C:25]([F:28])=[CH:26][CH:27]=1)=[O:16])[CH3:19]. The yield is 0.220. (4) The reactants are [CH3:1][C:2]1[CH:7]=[C:6]([O:8][CH:9]2[CH2:12][N:11]([C:13](=[O:16])[CH2:14][CH3:15])[CH2:10]2)[CH:5]=[C:4]([CH3:17])[C:3]=1[C:18]1[CH:23]=[CH:22][CH:21]=[C:20]([CH2:24][O:25][C:26]2[CH:39]=[CH:38][C:29]3[C@H:30]([CH2:33][C:34]([O:36]C)=[O:35])[CH2:31][O:32][C:28]=3[CH:27]=2)[CH:19]=1.[OH-].[Li+].Cl.O. The catalyst is CO. The product is [CH3:1][C:2]1[CH:7]=[C:6]([O:8][CH:9]2[CH2:12][N:11]([C:13](=[O:16])[CH2:14][CH3:15])[CH2:10]2)[CH:5]=[C:4]([CH3:17])[C:3]=1[C:18]1[CH:23]=[CH:22][CH:21]=[C:20]([CH2:24][O:25][C:26]2[CH:39]=[CH:38][C:29]3[C@H:30]([CH2:33][C:34]([OH:36])=[O:35])[CH2:31][O:32][C:28]=3[CH:27]=2)[CH:19]=1. The yield is 0.430. (5) The reactants are [Cl:1][C:2]1[CH:3]=[CH:4][C:5]2[N+:10]([O-:11])=[N:9][C:8](=[O:12])[N:7]([CH2:13][CH:14]=O)[C:6]=2[CH:16]=1.[O:17]1[C:26]2[CH:25]=[C:24]([CH2:27][N:28]([CH:36]3[CH2:41][CH2:40][NH:39][CH2:38][CH2:37]3)[C:29](=[O:35])[O:30][C:31]([CH3:34])([CH3:33])[CH3:32])[N:23]=[CH:22][C:21]=2[O:20][CH2:19][CH2:18]1.[BH-](OC(C)=O)(OC(C)=O)OC(C)=O.[Na+].C([O-])(O)=O.[Na+]. The catalyst is C(Cl)(Cl)Cl.CO. The product is [Cl:1][C:2]1[CH:3]=[CH:4][C:5]2[N+:10]([O-:11])=[N:9][C:8](=[O:12])[N:7]([CH2:13][CH2:14][N:39]3[CH2:38][CH2:37][CH:36]([N:28]([CH2:27][C:24]4[N:23]=[CH:22][C:21]5[O:20][CH2:19][CH2:18][O:17][C:26]=5[CH:25]=4)[C:29](=[O:35])[O:30][C:31]([CH3:33])([CH3:34])[CH3:32])[CH2:41][CH2:40]3)[C:6]=2[CH:16]=1. The yield is 0.420. (6) The reactants are [F:1][C:2]1[CH:3]=[C:4]([O:9][C:10]2[CH:15]=[CH:14][C:13]([CH:16]=[CH2:17])=[CH:12][CH:11]=2)[CH:5]=[CH:6][C:7]=1[CH3:8].B1C2CCCC1CCC2.[OH-:27].[Na+].OO. The catalyst is C1COCC1. The product is [F:1][C:2]1[CH:3]=[C:4]([O:9][C:10]2[CH:15]=[CH:14][C:13]([CH2:16][CH2:17][OH:27])=[CH:12][CH:11]=2)[CH:5]=[CH:6][C:7]=1[CH3:8]. The yield is 1.05.